Task: Predict which catalyst facilitates the given reaction.. Dataset: Catalyst prediction with 721,799 reactions and 888 catalyst types from USPTO (1) Reactant: [CH:1]1([C:4]2[CH:11]=[C:10]([CH3:12])[C:7]([C:8]#[N:9])=[C:6]([OH:13])[N:5]=2)[CH2:3][CH2:2]1.C1C(=O)N([Br:21])C(=O)C1. Product: [Br:21][C:11]1[C:4]([CH:1]2[CH2:2][CH2:3]2)=[N:5][C:6]([OH:13])=[C:7]([C:10]=1[CH3:12])[C:8]#[N:9]. The catalyst class is: 26. (2) The catalyst class is: 5. Reactant: [NH:1]1[C:9]2[C:4](=[CH:5][CH:6]=[CH:7][CH:8]=2)[C:3](/[CH:10]=[CH:11]/[C:12]2[CH:23]=[CH:22][C:15]([O:16][CH2:17][C:18]([O:20]C)=[O:19])=[C:14]([O:24][CH3:25])[C:13]=2[N+:26]([O-:28])=[O:27])=[N:2]1.[OH-].[Na+].Cl. Product: [NH:1]1[C:9]2[C:4](=[CH:5][CH:6]=[CH:7][CH:8]=2)[C:3](/[CH:10]=[CH:11]/[C:12]2[CH:23]=[CH:22][C:15]([O:16][CH2:17][C:18]([OH:20])=[O:19])=[C:14]([O:24][CH3:25])[C:13]=2[N+:26]([O-:28])=[O:27])=[N:2]1. (3) Reactant: [C:1]([O:5][C:6]([N:8]1[CH2:13][CH2:12][N:11]([C:14]2[N:19]=[C:18]([C:20]3[CH:25]=[CH:24][N:23]=[C:22]([NH:26][CH:27]4[CH2:32][CH2:31][CH2:30][CH2:29][CH2:28]4)[CH:21]=3)[CH:17]=[C:16]([CH2:33][N:34]=[N+]=[N-])[CH:15]=2)[CH2:10][CH2:9]1)=[O:7])([CH3:4])([CH3:3])[CH3:2].[H-].[H-].[H-].[H-].[Li+].[Al+3]. Product: [C:1]([O:5][C:6]([N:8]1[CH2:13][CH2:12][N:11]([C:14]2[N:19]=[C:18]([C:20]3[CH:25]=[CH:24][N:23]=[C:22]([NH:26][CH:27]4[CH2:28][CH2:29][CH2:30][CH2:31][CH2:32]4)[CH:21]=3)[CH:17]=[C:16]([CH2:33][NH2:34])[CH:15]=2)[CH2:10][CH2:9]1)=[O:7])([CH3:4])([CH3:2])[CH3:3]. The catalyst class is: 1. (4) Reactant: [Cl:1][C:2]1[CH:7]=[CH:6][CH:5]=[C:4]([Cl:8])[C:3]=1[C:9]1[C:13]([CH:14]=[O:15])=[C:12]([C:16](Cl)=O)[O:11][N:10]=1.[NH2:19][CH2:20][CH2:21][CH2:22][CH2:23][CH2:24][N:25]1[CH2:30][CH2:29][CH:28]([C:31]2[CH:32]=[C:33]([NH:37][C:38](=[O:43])[CH:39]([CH2:41]C)[CH3:40])[CH:34]=[CH:35][CH:36]=2)[CH2:27][CH2:26]1. Product: [Cl:8][C:4]1[CH:5]=[CH:6][CH:7]=[C:2]([Cl:1])[C:3]=1[C:9]1[C:13]([C:14]([NH:19][CH2:20][CH2:21][CH2:22][CH2:23][CH2:24][N:25]2[CH2:26][CH2:27][CH:28]([C:31]3[CH:36]=[CH:35][CH:34]=[C:33]([NH:37][C:38](=[O:43])[CH:39]([CH3:40])[CH3:41])[CH:32]=3)[CH2:29][CH2:30]2)=[O:15])=[C:12]([CH3:16])[O:11][N:10]=1. The catalyst class is: 1. (5) Reactant: C([O:5][C:6](=[O:47])[CH:7]([NH:11][C:12](=[O:46])[C:13]1[CH:18]=[CH:17][C:16]([CH2:19][N:20]2[C:25](=[O:26])[N:24]([CH3:27])[C:23]3[CH:28]=[CH:29][C:30]([C:32](=[O:43])[NH:33][CH2:34][C:35]4[CH:40]=[CH:39][C:38]([O:41][CH3:42])=[CH:37][CH:36]=4)=[CH:31][C:22]=3[S:21]2(=[O:45])=[O:44])=[CH:15][CH:14]=1)[CH:8]([CH3:10])[CH3:9])(C)(C)C.FC(F)(F)C(O)=O. Product: [CH3:42][O:41][C:38]1[CH:37]=[CH:36][C:35]([CH2:34][NH:33][C:32]([C:30]2[CH:29]=[CH:28][C:23]3[N:24]([CH3:27])[C:25](=[O:26])[N:20]([CH2:19][C:16]4[CH:17]=[CH:18][C:13]([C:12]([NH:11][CH:7]([CH:8]([CH3:10])[CH3:9])[C:6]([OH:47])=[O:5])=[O:46])=[CH:14][CH:15]=4)[S:21](=[O:45])(=[O:44])[C:22]=3[CH:31]=2)=[O:43])=[CH:40][CH:39]=1. The catalyst class is: 22. (6) Reactant: [NH2:1][C:2]1[S:3][C@:4]2([C:30](OCC)=[O:31])[C@H:6]([C@:7]([C:10]3[CH:15]=[C:14]([NH:16][C:17]4[N:18]=[CH:19][CH:20]=[C:21]5[C:26]=4[N:25]=[CH:24][C:23]([Cl:27])=[CH:22]5)[CH:13]=[C:12]([F:28])[C:11]=3[F:29])([CH3:9])[N:8]=1)[CH2:5]2.[BH4-].[Li+].CO. Product: [NH2:1][C:2]1[S:3][C@:4]2([CH2:30][OH:31])[C@H:6]([C@:7]([C:10]3[CH:15]=[C:14]([NH:16][C:17]4[N:18]=[CH:19][CH:20]=[C:21]5[C:26]=4[N:25]=[CH:24][C:23]([Cl:27])=[CH:22]5)[CH:13]=[C:12]([F:28])[C:11]=3[F:29])([CH3:9])[N:8]=1)[CH2:5]2. The catalyst class is: 1.